Predict which catalyst facilitates the given reaction. From a dataset of Catalyst prediction with 721,799 reactions and 888 catalyst types from USPTO. (1) The catalyst class is: 565. Reactant: [CH2:1]([O:8][C:9]1[CH:14]=[CH:13][C:12]([C:15](=[O:17])[CH3:16])=[C:11]([OH:18])[C:10]=1[N+:19]([O-])=O)[C:2]1[CH:7]=[CH:6][CH:5]=[CH:4][CH:3]=1. Product: [NH2:19][C:10]1[C:11]([OH:18])=[C:12]([C:15](=[O:17])[CH3:16])[CH:13]=[CH:14][C:9]=1[O:8][CH2:1][C:2]1[CH:7]=[CH:6][CH:5]=[CH:4][CH:3]=1. (2) Reactant: [N+:1]([C:4]1[CH:11]=[CH:10][C:7]([CH:8]=O)=[CH:6][CH:5]=1)([O-:3])=[O:2].[C:12]([O:28][CH:29]1[CH:34]([CH:35]([CH3:37])[CH3:36])[CH2:33][CH2:32][CH:31]([CH3:38])[CH2:30]1)(=[O:27])[CH2:13][C:14]([O:16][CH:17]1[CH:22]([CH:23]([CH3:25])[CH3:24])[CH2:21][CH2:20][CH:19]([CH3:26])[CH2:18]1)=[O:15].O. Product: [N+:1]([C:4]1[CH:11]=[CH:10][C:7]([CH:8]=[C:13]([C:12]([O:28][CH:29]2[CH:34]([CH:35]([CH3:37])[CH3:36])[CH2:33][CH2:32][CH:31]([CH3:38])[CH2:30]2)=[O:27])[C:14]([O:16][CH:17]2[CH:22]([CH:23]([CH3:25])[CH3:24])[CH2:21][CH2:20][CH:19]([CH3:26])[CH2:18]2)=[O:15])=[CH:6][CH:5]=1)([O-:3])=[O:2]. The catalyst class is: 11. (3) Reactant: [ClH:1].[NH2:2][C:3]1[N:4]=[CH:5][C:6]([C:20]2[CH:25]=[CH:24][C:23]([S:26]([N:29]([CH:31]3[CH2:33][CH2:32]3)[CH3:30])(=[O:28])=[O:27])=[CH:22][CH:21]=2)=[N:7][C:8]=1[C:9]1[CH:10]=[C:11]2[C:16](=[CH:17][CH:18]=1)[C:15]([OH:19])=[N:14][CH:13]=[CH:12]2.COC(OC)N(C)C.[Br:42]N1C(=O)CCC1=O. Product: [ClH:1].[NH2:2][C:3]1[N:4]=[CH:5][C:6]([C:20]2[CH:21]=[CH:22][C:23]([S:26]([N:29]([CH:31]3[CH2:32][CH2:33]3)[CH3:30])(=[O:27])=[O:28])=[CH:24][CH:25]=2)=[N:7][C:8]=1[C:9]1[CH:10]=[C:11]2[C:16](=[CH:17][CH:18]=1)[C:15]([OH:19])=[N:14][CH:13]=[C:12]2[Br:42]. The catalyst class is: 3. (4) Reactant: [Br:1][C:2]1[CH:3]=[C:4]([CH:8]=O)[CH:5]=[N:6][CH:7]=1.C(O[BH-](OC(=O)C)OC(=O)C)(=O)C.[Na+].[NH:24]1[CH2:28][CH2:27][CH2:26][CH2:25]1. Product: [Br:1][C:2]1[CH:7]=[N:6][CH:5]=[C:4]([CH2:8][N:24]2[CH2:28][CH2:27][CH2:26][CH2:25]2)[CH:3]=1. The catalyst class is: 26. (5) Reactant: [C:1]([O:5][C:6]([NH:8][C:9]1([CH:13]([OH:17])[C:14]([OH:16])=[O:15])[CH2:12][CH2:11][CH2:10]1)=[O:7])([CH3:4])([CH3:3])[CH3:2].[C:18](OC(=O)C)(=[O:20])[CH3:19]. Product: [C:18]([O:17][CH:13]([C:9]1([NH:8][C:6]([O:5][C:1]([CH3:4])([CH3:2])[CH3:3])=[O:7])[CH2:12][CH2:11][CH2:10]1)[C:14]([OH:16])=[O:15])(=[O:20])[CH3:19]. The catalyst class is: 17.